Dataset: Experimentally validated miRNA-target interactions with 360,000+ pairs, plus equal number of negative samples. Task: Binary Classification. Given a miRNA mature sequence and a target amino acid sequence, predict their likelihood of interaction. (1) The miRNA is hsa-miR-519a-5p with sequence CUCUAGAGGGAAGCGCUUUCUG. The protein sequence of the target gene is MNTSIPYQQNPYNPRGSSNVIQCYRCGDTCKGEVVRVHNNHFHIRCFTCQVCGCGLAQSGFFFKNQEYICTQDYQQLYGTRCDSCRDFITGEVISALGRTYHPKCFVCSLCRKPFPIGDKVTFSGKECVCQTCSQSMASSKPIKIRGPSHCAGCKEEIKHGQSLLALDKQWHVSCFKCQTCSVILTGEYISKDGVPYCESDYHAQFGIKCETCDRYISGRVLEAGGKHYHPTCARCVRCHQMFTEGEEMYLTGSEVWHPICKQAARAEKKLKHRRTSETSISPPGSSIGSPNRVICAKVD.... Result: 0 (no interaction). (2) The miRNA is hsa-miR-4473 with sequence CUAGUGCUCUCCGUUACAAGUA. The protein sequence of the target gene is MAAQKDQQKDAEAEGLSGTTLLPKLIPSGAGREWLERRRATIRPWSTFVDQQRFSRPRNLGELCQRLVRNVEYYQSNYVFVFLGLILYCVVTSPMLLVALAVFFGACYILYLRTLESKLVLFGREVSPAHQYALAGGISFPFFWLAGAGSAVFWVLGATLVVIGSHAAFHQIEAVDGEELQMEPV. Result: 1 (interaction). (3) The miRNA is hsa-miR-4633-3p with sequence AGGAGCUAGCCAGGCAUAUGCA. The protein sequence of the target gene is MTNSKGRSITDKTSGGPSSGGGFVDWTLRLNTIQSDKFLNLLLSMVPVIYQKNQEDRHKKANGIWQDGLSTAVQTFSNRSEQHMEYHSFSEQSFHANNGHASSSCSQKYDDYANYNYCDGRETSETTAMLQDEDISSDGDEDAIVEVTPKLPKESSGIMALQILVPFLLAGFGTVSAGMVLDIVQHWEVFRKVTEVFILVPALLGLKGNLEMTLASRLSTAVNIGKMDSPIEKWNLIIGNLALKQVQATVVGFLAAVAAIILGWIPEGKYYLDHSILLCSSSVATAFIASLLQGIIMVGV.... Result: 0 (no interaction). (4) The miRNA is hsa-miR-6749-3p with sequence CUCCUCCCCUGCCUGGCCCAG. The protein sequence of the target gene is MAVRPGLWPALLGIVLTAWLRGSGAQQSATVANPVPGANPDLLPHFLVEPEDVYIVKNKPVLLVCKAVPATQIFFKCNGEWVRQVDHVIERSTDGSSGLPTMEVRINVSRQQVEKVFGLEEYWCQCVAWSSSGTTKSQKAYIRIAYLRKNFEQEPLAKEVSLEQGIVLPCRPPEGIPPAEVEWLRNEDLVDPSLDPNVYITREHSLVVRQARLADTANYTCVAKNIVARRRSASAAVIVYVNGGWSTWTEWSVCSASCGRGWQKRSRSCTNPAPLNGGAFCEGQNVQKTACATLCPVDGS.... Result: 0 (no interaction).